The task is: Predict which catalyst facilitates the given reaction.. This data is from Catalyst prediction with 721,799 reactions and 888 catalyst types from USPTO. (1) Reactant: [C:1]1([NH:7][C:8](=[O:37])[NH:9][C:10]2[CH:15]=[CH:14][C:13]([S:16]([N:19]3[C:28]4[C:23](=[CH:24][CH:25]=[CH:26][CH:27]=4)[CH2:22][CH:21]([NH:29]C(=O)OC(C)(C)C)[CH2:20]3)(=[O:18])=[O:17])=[CH:12][CH:11]=2)[CH:6]=[CH:5][CH:4]=[CH:3][CH:2]=1.[ClH:38].O. Product: [NH2:29][CH:21]1[CH2:22][C:23]2[C:28](=[CH:27][CH:26]=[CH:25][CH:24]=2)[N:19]([S:16]([C:13]2[CH:14]=[CH:15][C:10]([NH:9][C:8]([NH:7][C:1]3[CH:6]=[CH:5][CH:4]=[CH:3][CH:2]=3)=[O:37])=[CH:11][CH:12]=2)(=[O:17])=[O:18])[CH2:20]1.[ClH:38]. The catalyst class is: 12. (2) Reactant: [C:1]1([CH:7]([CH3:11])[C:8]([OH:10])=O)[CH:6]=[CH:5][CH:4]=[CH:3][CH:2]=1.[N:12]1(C([N:12]2[CH:16]=[CH:15][N:14]=[CH:13]2)=O)[CH:16]=[CH:15][N:14]=[CH:13]1. Product: [N:12]1([C:8](=[O:10])[CH:7]([C:1]2[CH:2]=[CH:3][CH:4]=[CH:5][CH:6]=2)[CH3:11])[CH:16]=[CH:15][N:14]=[CH:13]1. The catalyst class is: 10.